From a dataset of Full USPTO retrosynthesis dataset with 1.9M reactions from patents (1976-2016). Predict the reactants needed to synthesize the given product. (1) Given the product [CH3:1][C:2]1[C:11]([CH:12]=[O:13])=[CH:10][C:5]2[O:6][CH2:7][CH2:8][O:9][C:4]=2[CH:3]=1, predict the reactants needed to synthesize it. The reactants are: [CH3:1][C:2]1[CH:11]=[CH:10][C:5]2[O:6][CH2:7][CH2:8][O:9][C:4]=2[CH:3]=1.[CH3:12][O:13]C(Cl)Cl.[Sn](Cl)(Cl)(Cl)Cl.Cl. (2) Given the product [N:1]1[N:12]2[C:4]([N:5]=[C:6]3[C:10](=[C:11]2[C:13]2[CH:14]=[CH:15][C:16]4[O:20][C:19]([CH2:21][CH2:22][N:32]5[CH2:33][CH2:34][C@H:30]([OH:29])[CH2:31]5)=[CH:18][C:17]=4[CH:28]=2)[CH2:9][CH2:8][CH2:7]3)=[CH:3][CH:2]=1, predict the reactants needed to synthesize it. The reactants are: [N:1]1[N:12]2[C:4]([N:5]=[C:6]3[C:10](=[C:11]2[C:13]2[CH:14]=[CH:15][C:16]4[O:20][C:19]([CH2:21][CH2:22]OS(C)(=O)=O)=[CH:18][C:17]=4[CH:28]=2)[CH2:9][CH2:8][CH2:7]3)=[CH:3][CH:2]=1.[OH:29][C@H:30]1[CH2:34][CH2:33][NH:32][CH2:31]1.C(=O)([O-])[O-].[K+].[K+].